Dataset: M1 muscarinic receptor antagonist screen with 61,756 compounds. Task: Binary Classification. Given a drug SMILES string, predict its activity (active/inactive) in a high-throughput screening assay against a specified biological target. The compound is s1c(NC(=O)C2N(CCC2)C(=O)NC2CCCCC2)nnc1CC. The result is 0 (inactive).